From a dataset of NCI-60 drug combinations with 297,098 pairs across 59 cell lines. Regression. Given two drug SMILES strings and cell line genomic features, predict the synergy score measuring deviation from expected non-interaction effect. Drug 1: CN1C(=O)N2C=NC(=C2N=N1)C(=O)N. Drug 2: CS(=O)(=O)OCCCCOS(=O)(=O)C. Cell line: MDA-MB-435. Synergy scores: CSS=-1.06, Synergy_ZIP=-0.960, Synergy_Bliss=-2.75, Synergy_Loewe=-3.97, Synergy_HSA=-3.99.